From a dataset of Reaction yield outcomes from USPTO patents with 853,638 reactions. Predict the reaction yield, written as a fraction of the theoretical maximum amount of product (1.0 means a 100% yield; for example, 0.34 means a 34% yield). (1) The reactants are [OH:1][C:2]1[CH:7]=[C:6]([CH3:8])[CH:5]=[CH:4][C:3]=1[C:9](=[O:11])[CH3:10].C(=O)([O-])[O-].[K+].[K+].[CH2:18](Br)[CH:19]=[CH2:20]. The catalyst is CN(C)C=O. The product is [CH2:20]([O:1][C:2]1[CH:7]=[C:6]([CH3:8])[CH:5]=[CH:4][C:3]=1[C:9](=[O:11])[CH3:10])[CH:19]=[CH2:18]. The yield is 0.980. (2) The reactants are [Cl:1][C:2]1[CH:3]=[N:4][CH:5]=[CH:6][C:7]=1[C:8]1[CH:13]=[CH:12][C:11]([NH:14][C:15]2[CH:27]=[CH:26][C:25]([CH3:28])=[CH:24][C:16]=2[C:17]([O:19]C(C)(C)C)=[O:18])=[CH:10][N:9]=1. The catalyst is FC(F)(F)C(O)=O. The product is [Cl:1][C:2]1[CH:3]=[N:4][CH:5]=[CH:6][C:7]=1[C:8]1[CH:13]=[CH:12][C:11]([NH:14][C:15]2[CH:27]=[CH:26][C:25]([CH3:28])=[CH:24][C:16]=2[C:17]([OH:19])=[O:18])=[CH:10][N:9]=1. The yield is 0.620.